This data is from HIV replication inhibition screening data with 41,000+ compounds from the AIDS Antiviral Screen. The task is: Binary Classification. Given a drug SMILES string, predict its activity (active/inactive) in a high-throughput screening assay against a specified biological target. (1) The compound is O=c1cc(O)c2ccccc2o1. The result is 0 (inactive). (2) The compound is CC(=S)NC=C1C(=O)C=C(C)OC1=O. The result is 0 (inactive). (3) The compound is CC1(C)OC(=O)C(c2ccsc2)C(=O)O1. The result is 0 (inactive). (4) The compound is O=c1[nH]c(=O)n(C2CC(O)C(CO)O2)c2ncncc12. The result is 0 (inactive). (5) The drug is O=C1c2cc(Oc3ccccc3)c(S(=O)(=O)O)c(S(=O)(=O)O)c2C(=O)c2c(O)ccc(O)c21. The result is 0 (inactive).